Dataset: Full USPTO retrosynthesis dataset with 1.9M reactions from patents (1976-2016). Task: Predict the reactants needed to synthesize the given product. Given the product [F:1][CH:2]([CH2:16][CH2:17][C:18]1[N:23]=[N:22][C:21]2[NH:24][C:25]([C:27]3[CH:32]=[CH:31][CH:30]=[CH:29][C:28]=3[F:33])=[CH:26][C:20]=2[CH:19]=1)[CH2:3][N:4]1[CH:8]=[C:7]([C:9]([O:11][C:12]([CH3:13])([CH3:14])[CH3:15])=[O:10])[N:6]=[N:5]1, predict the reactants needed to synthesize it. The reactants are: [F:1][CH:2]([C:16]#[C:17][C:18]1[N:23]=[N:22][C:21]2[NH:24][C:25]([C:27]3[CH:32]=[CH:31][CH:30]=[CH:29][C:28]=3[F:33])=[CH:26][C:20]=2[CH:19]=1)[CH2:3][N:4]1[CH:8]=[C:7]([C:9]([O:11][C:12]([CH3:15])([CH3:14])[CH3:13])=[O:10])[N:6]=[N:5]1.CC1C=CC(S(NN)(=O)=O)=CC=1.C([O-])(=O)C.[Na+].